Task: Predict which catalyst facilitates the given reaction.. Dataset: Catalyst prediction with 721,799 reactions and 888 catalyst types from USPTO Reactant: F[C:2]1[C:11]([F:12])=[CH:10][C:9]([N+:13]([O-:15])=[O:14])=[C:8](F)[C:3]=1[C:4]([O:6][CH3:7])=[O:5].[CH3:17][O-:18].[Na+].[NH3:20]. Product: [NH2:20][C:8]1[C:9]([N+:13]([O-:15])=[O:14])=[CH:10][C:11]([F:12])=[C:2]([O:18][CH3:17])[C:3]=1[C:4]([O:6][CH3:7])=[O:5]. The catalyst class is: 5.